This data is from Forward reaction prediction with 1.9M reactions from USPTO patents (1976-2016). The task is: Predict the product of the given reaction. (1) The product is: [C:1]([O:5][C:6](=[O:17])[NH:7][C:8]1[S:9][C:10]([CH:13]([OH:16])[CH2:14][NH:15][C:19]2[C:20]3[S:27][CH:26]=[CH:25][C:21]=3[N:22]=[CH:23][N:24]=2)=[CH:11][N:12]=1)([CH3:4])([CH3:2])[CH3:3]. Given the reactants [C:1]([O:5][C:6](=[O:17])[NH:7][C:8]1[S:9][C:10]([CH:13]([OH:16])[CH2:14][NH2:15])=[CH:11][N:12]=1)([CH3:4])([CH3:3])[CH3:2].Cl[C:19]1[C:20]2[S:27][CH:26]=[CH:25][C:21]=2[N:22]=[CH:23][N:24]=1.CCN(C(C)C)C(C)C, predict the reaction product. (2) Given the reactants [C:1]([CH2:3][CH2:4][C@H:5]([C:14]1[C:18]([CH:19]2[CH2:21][CH2:20]2)=[C:17]([CH:22]2[CH2:25][CH:24]([CH2:26][CH:27]([CH3:29])[CH3:28])[CH2:23]2)[O:16][N:15]=1)[CH2:6][C:7]([O:9]C(C)(C)C)=[O:8])#[N:2].FC(F)(F)C(O)=O, predict the reaction product. The product is: [C:1]([CH2:3][CH2:4][C@H:5]([C:14]1[C:18]([CH:19]2[CH2:20][CH2:21]2)=[C:17]([CH:22]2[CH2:23][CH:24]([CH2:26][CH:27]([CH3:29])[CH3:28])[CH2:25]2)[O:16][N:15]=1)[CH2:6][C:7]([OH:9])=[O:8])#[N:2]. (3) The product is: [OH:9][B:8]([OH:10])[C:5]1[CH:6]=[CH:7][C:2]([C:1]([OH:19])=[O:11])=[CH:3][CH:4]=1. Given the reactants [CH3:1][C:2]1[CH:7]=[CH:6][C:5]([B:8]([OH:10])[OH:9])=[CH:4][CH:3]=1.[OH-:11].[Na+].[Mn]([O-])(=O)(=O)=O.[K+].[OH2:19], predict the reaction product. (4) Given the reactants [CH2:1]([C:8]1([CH2:14][OH:15])[CH2:13][CH2:12][CH2:11][CH2:10][CH2:9]1)[C:2]1[CH:7]=[CH:6][CH:5]=[CH:4][CH:3]=1.[C:16](Cl)(Cl)=[O:17].Cl.[NH2:21][C@H:22]([CH:36]([OH:48])[C:37](=[O:47])[NH:38][C@@H:39]([C:41]1[CH:46]=[CH:45][CH:44]=[CH:43][CH:42]=1)[CH3:40])[CH2:23][CH2:24][CH2:25][CH2:26][NH:27][C:28]([N:30]1[CH2:35][CH2:34][O:33][CH2:32][CH2:31]1)=[O:29].C(N(CC)CC)C, predict the reaction product. The product is: [OH:48][CH:36]([C@@H:22]([NH:21][C:16](=[O:17])[O:15][CH2:14][C:8]1([CH2:1][C:2]2[CH:7]=[CH:6][CH:5]=[CH:4][CH:3]=2)[CH2:13][CH2:12][CH2:11][CH2:10][CH2:9]1)[CH2:23][CH2:24][CH2:25][CH2:26][NH:27][C:28]([N:30]1[CH2:35][CH2:34][O:33][CH2:32][CH2:31]1)=[O:29])[C:37](=[O:47])[NH:38][C@@H:39]([C:41]1[CH:46]=[CH:45][CH:44]=[CH:43][CH:42]=1)[CH3:40]. (5) Given the reactants [F:1][C:2]1[CH:10]=[C:9]2[C:5]([C:6]([C:20]3[CH:21]=[CH:22][C:23]4[N:27]5[C:28](=[O:31])[CH2:29][CH2:30][C:26]5=[N:25][C:24]=4[CH:32]=3)=[CH:7][N:8]2[S:11]([C:14]2[CH:19]=[CH:18][CH:17]=[CH:16][CH:15]=2)(=[O:13])=[O:12])=[CH:4][CH:3]=1.[NH3:33], predict the reaction product. The product is: [F:1][C:2]1[CH:10]=[C:9]2[C:5]([C:6]([C:20]3[CH:21]=[CH:22][C:23]4[NH:27][C:26]([CH2:30][CH2:29][C:28]([NH2:33])=[O:31])=[N:25][C:24]=4[CH:32]=3)=[CH:7][N:8]2[S:11]([C:14]2[CH:19]=[CH:18][CH:17]=[CH:16][CH:15]=2)(=[O:12])=[O:13])=[CH:4][CH:3]=1. (6) Given the reactants [NH2:1][CH2:2][CH:3]1[CH2:8][CH2:7][CH2:6][CH2:5][N:4]1[C:9]([O:11][C:12]([CH3:15])([CH3:14])[CH3:13])=[O:10].C1C=CC2N(O)N=NC=2C=1.[C:26]([NH:36][C@H:37]([C:42](O)=[O:43])[CH2:38][CH:39]([CH3:41])[CH3:40])([O:28][CH2:29][C:30]1[CH:35]=[CH:34][CH:33]=[CH:32][CH:31]=1)=[O:27].C(Cl)CCl, predict the reaction product. The product is: [C:30]1([CH2:29][O:28][C:26]([NH:36][C@H:37]([C:42]([NH:1][CH2:2][CH:3]2[CH2:8][CH2:7][CH2:6][CH2:5][N:4]2[C:9]([O:11][C:12]([CH3:15])([CH3:14])[CH3:13])=[O:10])=[O:43])[CH2:38][CH:39]([CH3:40])[CH3:41])=[O:27])[CH:31]=[CH:32][CH:33]=[CH:34][CH:35]=1. (7) Given the reactants [F:1][C:2]([F:9])([F:8])[C:3]1([CH2:6][OH:7])[CH2:5][CH2:4]1.ClCCl.[CH3:13][C:14]1[CH:19]=[CH:18][C:17]([S:20](Cl)(=[O:22])=[O:21])=[CH:16][CH:15]=1, predict the reaction product. The product is: [F:1][C:2]([F:9])([F:8])[C:3]1([CH2:6][O:7][S:20]([C:17]2[CH:18]=[CH:19][C:14]([CH3:13])=[CH:15][CH:16]=2)(=[O:22])=[O:21])[CH2:5][CH2:4]1.